This data is from Full USPTO retrosynthesis dataset with 1.9M reactions from patents (1976-2016). The task is: Predict the reactants needed to synthesize the given product. (1) Given the product [CH3:16][N:15]([CH2:14][C:11]1[CH:12]=[CH:13][C:8]([O:7][CH:5]2[CH2:6][N:3]([C:31]([C:29]3[O:30][C:26]([C:20]4[CH:21]=[CH:22][CH:23]=[CH:24][CH:25]=4)=[N:27][N:28]=3)=[O:32])[CH2:4]2)=[C:9]([F:19])[C:10]=1[F:18])[CH3:17], predict the reactants needed to synthesize it. The reactants are: Cl.Cl.[NH:3]1[CH2:6][CH:5]([O:7][C:8]2[CH:13]=[CH:12][C:11]([CH2:14][N:15]([CH3:17])[CH3:16])=[C:10]([F:18])[C:9]=2[F:19])[CH2:4]1.[C:20]1([C:26]2[O:30][C:29]([C:31](OCC)=[O:32])=[N:28][N:27]=2)[CH:25]=[CH:24][CH:23]=[CH:22][CH:21]=1. (2) Given the product [OH:40][CH2:37][C:38]([N:1]1[CH2:2][CH:3]([O:5][C:6]2[CH:13]=[CH:12][C:11]([C:14]3[N:19]=[C:18]([NH:20][C:21]4[CH:22]=[CH:23][C:24]([N:27]5[CH2:32][CH2:31][N:30]([CH:33]6[CH2:36][O:35][CH2:34]6)[CH2:29][CH2:28]5)=[CH:25][CH:26]=4)[N:17]=[CH:16][N:15]=3)=[CH:10][C:7]=2[C:8]#[N:9])[CH2:4]1)=[O:39], predict the reactants needed to synthesize it. The reactants are: [NH:1]1[CH2:4][CH:3]([O:5][C:6]2[CH:13]=[CH:12][C:11]([C:14]3[N:19]=[C:18]([NH:20][C:21]4[CH:26]=[CH:25][C:24]([N:27]5[CH2:32][CH2:31][N:30]([CH:33]6[CH2:36][O:35][CH2:34]6)[CH2:29][CH2:28]5)=[CH:23][CH:22]=4)[N:17]=[CH:16][N:15]=3)=[CH:10][C:7]=2[C:8]#[N:9])[CH2:2]1.[C:37](O)(=[O:40])[CH2:38][OH:39].C(N(CC)C(C)C)(C)C. (3) Given the product [NH2:21][C:22]1[C:27]([C:28]([NH:2][NH:1][C:3]([C:5]2[CH:6]=[CH:7][C:8]([CH2:11][N:12]([CH3:20])[C:13](=[O:19])[O:14][C:15]([CH3:16])([CH3:17])[CH3:18])=[CH:9][CH:10]=2)=[O:4])=[O:29])=[N:34][C:25]([Br:31])=[CH:24][N:23]=1, predict the reactants needed to synthesize it. The reactants are: [NH:1]([C:3]([C:5]1[CH:10]=[CH:9][C:8]([CH2:11][N:12]([CH3:20])[C:13](=[O:19])[O:14][C:15]([CH3:18])([CH3:17])[CH3:16])=[CH:7][CH:6]=1)=[O:4])[NH2:2].[NH2:21][C:22]1[C:27]([C:28](O)=[O:29])=C[C:25]([Br:31])=[CH:24][N:23]=1.C([N:34](CC)CC)C.CN(C(ON1N=NC2C=CC=CC1=2)=[N+](C)C)C.[B-](F)(F)(F)F. (4) Given the product [NH:1]([C:19]([O:21][C:22]([CH3:25])([CH3:24])[CH3:23])=[O:20])[C@H:2]([C:10]([OH:12])=[O:11])[CH2:3][CH2:4][CH2:5][NH:6][C:7]([NH2:9])=[O:8], predict the reactants needed to synthesize it. The reactants are: [NH2:1][C@H:2]([C:10]([OH:12])=[O:11])[CH2:3][CH2:4][CH2:5][NH:6][C:7]([NH2:9])=[O:8].C([O-])([O-])=O.[Na+].[Na+].[C:19](O[C:19]([O:21][C:22]([CH3:25])([CH3:24])[CH3:23])=[O:20])([O:21][C:22]([CH3:25])([CH3:24])[CH3:23])=[O:20].